This data is from Forward reaction prediction with 1.9M reactions from USPTO patents (1976-2016). The task is: Predict the product of the given reaction. (1) Given the reactants Cl[C:2]1[CH:7]=[CH:6][C:5]([NH2:8])=[CH:4][N:3]=1.C(OCC)(OCC)OCC.[CH:19]1[CH:24]=CC(C2C=CC=CC=2)=C[CH:20]=1.C1C=CC(OC2C=CC=CC=2)=CC=1, predict the reaction product. The product is: [N:3]1[C:4]2[C:5](=[N:8][CH:20]=[CH:19][CH:24]=2)[CH:6]=[CH:7][CH:2]=1. (2) Given the reactants [CH:1]([C@H:14]1[N:19]2[CH2:20][CH2:21][NH:22][CH2:23][C@H:18]2[CH2:17][N:16]([CH2:24][C:25]2[C:30]([O:31][CH3:32])=[CH:29][CH:28]=[C:27]([N:33]3[C:37]([C:38]([F:41])([F:40])[F:39])=[N:36][N:35]=[N:34]3)[C:26]=2[O:42][CH3:43])[CH2:15]1)([C:8]1[CH:13]=[CH:12][CH:11]=[CH:10][CH:9]=1)[C:2]1[CH:7]=[CH:6][CH:5]=[CH:4][CH:3]=1.[ClH:44], predict the reaction product. The product is: [ClH:44].[ClH:44].[ClH:44].[CH:1]([C@H:14]1[N:19]2[CH2:20][CH2:21][NH:22][CH2:23][C@H:18]2[CH2:17][N:16]([CH2:24][C:25]2[C:30]([O:31][CH3:32])=[CH:29][CH:28]=[C:27]([N:33]3[C:37]([C:38]([F:39])([F:41])[F:40])=[N:36][N:35]=[N:34]3)[C:26]=2[O:42][CH3:43])[CH2:15]1)([C:8]1[CH:13]=[CH:12][CH:11]=[CH:10][CH:9]=1)[C:2]1[CH:7]=[CH:6][CH:5]=[CH:4][CH:3]=1.